From a dataset of Forward reaction prediction with 1.9M reactions from USPTO patents (1976-2016). Predict the product of the given reaction. (1) Given the reactants [F:1][CH:2]([F:26])[C:3]1[N:8]2[N:9]=[CH:10][C:11]([C:12]([OH:14])=O)=[C:7]2[N:6]=[C:5]([C:15]2[CH:20]=[CH:19][C:18]([C:21]([F:24])([F:23])[F:22])=[C:17]([CH3:25])[CH:16]=2)[CH:4]=1.[N:27]1([S:33]([C:36]2[CH:37]=[C:38]([NH2:42])[CH:39]=[CH:40][CH:41]=2)(=[O:35])=[O:34])[CH2:32][CH2:31][O:30][CH2:29][CH2:28]1, predict the reaction product. The product is: [N:27]1([S:33]([C:36]2[CH:37]=[C:38]([NH:42][C:12]([C:11]3[CH:10]=[N:9][N:8]4[C:3]([CH:2]([F:1])[F:26])=[CH:4][C:5]([C:15]5[CH:20]=[CH:19][C:18]([C:21]([F:22])([F:24])[F:23])=[C:17]([CH3:25])[CH:16]=5)=[N:6][C:7]=34)=[O:14])[CH:39]=[CH:40][CH:41]=2)(=[O:35])=[O:34])[CH2:28][CH2:29][O:30][CH2:31][CH2:32]1. (2) Given the reactants [N:1]1[CH:6]=[CH:5][C:4]([C:7]2[C:12]3[S:13][C:14]([S:16]([NH2:19])(=[O:18])=[O:17])=[CH:15][C:11]=3[CH:10]=[CH:9][CH:8]=2)=[CH:3][CH:2]=1.C(N(CC)CC)C.C1(O[C:34](Cl)=[O:35])C=CC=CC=1.[Br:37][C:38]1[S:42][C:41]([NH2:43])=[N:40][CH:39]=1, predict the reaction product. The product is: [Br:37][C:38]1[S:42][C:41]([NH:43][C:34]([NH:19][S:16]([C:14]2[S:13][C:12]3[C:7]([C:4]4[CH:3]=[CH:2][N:1]=[CH:6][CH:5]=4)=[CH:8][CH:9]=[CH:10][C:11]=3[CH:15]=2)(=[O:18])=[O:17])=[O:35])=[N:40][CH:39]=1. (3) Given the reactants C1CCN(C(N=NC(N2CCCCC2)=O)=O)CC1.[F:19][C:20]1[CH:45]=[CH:44][CH:43]=[CH:42][C:21]=1[CH2:22][O:23][C:24]1[CH:25]=[C:26]([C:36]2[NH:40][N:39]=[C:38]([OH:41])[CH:37]=2)[CH:27]=[C:28]([O:30][C@@H:31]([CH3:35])[CH2:32][O:33][CH3:34])[CH:29]=1.[CH3:46][C:47]1[N:48]=[CH:49][S:50][C:51]=1[CH2:52][CH2:53]O.C(P(CCCC)CCCC)CCC, predict the reaction product. The product is: [F:19][C:20]1[CH:45]=[CH:44][CH:43]=[CH:42][C:21]=1[CH2:22][O:23][C:24]1[CH:25]=[C:26]([C:36]2[NH:40][N:39]=[C:38]([O:41][CH2:53][CH2:52][C:51]3[S:50][CH:49]=[N:48][C:47]=3[CH3:46])[CH:37]=2)[CH:27]=[C:28]([O:30][C@@H:31]([CH3:35])[CH2:32][O:33][CH3:34])[CH:29]=1. (4) Given the reactants Br[C:2]1[CH:7]=[N:6][CH:5]=[C:4]2[N:8]([CH2:11][CH2:12][S:13]([CH3:16])(=[O:15])=[O:14])[N:9]=[CH:10][C:3]=12.CC1(C)C(C)(C)OB([C:25]2[CH:30]=[CH:29][C:28]([NH:31][C:32]([NH:34][C:35]3[CH:40]=[CH:39][CH:38]=[C:37]([C:41]([F:44])([F:43])[F:42])[CH:36]=3)=[O:33])=[CH:27][CH:26]=2)O1.C1(C)C=CC=CC=1.C([O-])([O-])=O.[Na+].[Na+], predict the reaction product. The product is: [CH3:16][S:13]([CH2:12][CH2:11][N:8]1[C:4]2=[CH:5][N:6]=[CH:7][C:2]([C:25]3[CH:26]=[CH:27][C:28]([NH:31][C:32]([NH:34][C:35]4[CH:40]=[CH:39][CH:38]=[C:37]([C:41]([F:42])([F:43])[F:44])[CH:36]=4)=[O:33])=[CH:29][CH:30]=3)=[C:3]2[CH:10]=[N:9]1)(=[O:15])=[O:14]. (5) Given the reactants [OH:1][C:2]1[C@@H:3]([C@@H:9]([OH:12])[CH2:10][OH:11])[O:4][C:5](=[O:8])[C:6]=1[OH:7].[CH:13]1([OH:25])[CH:18]([OH:19])[CH:17]([OH:20])[O:16][CH:15]([C:21]([OH:23])=[O:22])[CH:14]1[OH:24].O=O.O=C1O[C@H]([C@H](CO)O)C(=O)C1=O.[H][H], predict the reaction product. The product is: [CH2:10]([OH:11])[C@H:9]([OH:12])[C@H:3]1[O:4][C:5](=[O:8])[C@@H:6]([OH:7])[C@H:2]1[OH:1].[O:20]=[CH:17][C@@H:18]([C@H:13]([C@@H:14]([C@@H:15]([CH2:21][OH:22])[OH:16])[OH:24])[OH:25])[OH:19].[O:20]=[CH:17][C@H:18]([C@@H:13]([C@H:14]([C@H:15]([C:21]([OH:23])=[O:22])[OH:16])[OH:24])[OH:25])[OH:19].[O:22]=[C:21]([OH:23])[C@H:15]([C@H:14]([C@@H:13]([C@H:18]([CH2:17][OH:20])[OH:19])[OH:25])[OH:24])[OH:16]. (6) Given the reactants [H-].[Na+].[F:3][C:4]([F:13])([F:12])[C:5]1([OH:11])[CH2:10][CH2:9][CH2:8][O:7][CH2:6]1.[C:14](=O)([O:22]C1C=CC=CN=1)[O:15][C:16]1[CH:21]=[CH:20][CH:19]=[CH:18][N:17]=1, predict the reaction product. The product is: [C:14](=[O:22])([O:11][C:5]1([C:4]([F:3])([F:12])[F:13])[CH2:10][CH2:9][CH2:8][O:7][CH2:6]1)[O:15][C:16]1[CH:21]=[CH:20][CH:19]=[CH:18][N:17]=1. (7) Given the reactants C(O[C:6]([N:8]1[CH2:12][C:11](=[N:13][O:14][CH3:15])[CH2:10][C@H:9]1[C:16]([OH:18])=O)=[O:7])(C)(C)C.[CH3:19][N:20]([CH3:27])[CH2:21][CH2:22][CH2:23]C(Cl)=O.[NH:28]1[CH2:33][CH2:32][CH2:31][CH2:30][CH2:29]1, predict the reaction product. The product is: [CH3:15][O:14][N:13]=[C:11]1[CH2:10][C@@H:9]([C:16]([N:28]2[CH2:33][CH2:32][CH2:31][CH2:30][CH2:29]2)=[O:18])[N:8]([C:6](=[O:7])[CH2:23][CH2:22][CH2:21][N:20]([CH3:27])[CH3:19])[CH2:12]1. (8) Given the reactants [F:1][C:2]1[CH:3]=[C:4]([CH:14]=[CH:15][CH:16]=1)[CH2:5][O:6][C:7]1[CH:12]=[CH:11][C:10]([NH2:13])=[CH:9][CH:8]=1.[C:17]([CH2:19][C:20](O)=[O:21])#[N:18], predict the reaction product. The product is: [C:17]([CH2:19][C:20]([NH:13][C:10]1[CH:11]=[CH:12][C:7]([O:6][CH2:5][C:4]2[CH:14]=[CH:15][CH:16]=[C:2]([F:1])[CH:3]=2)=[CH:8][CH:9]=1)=[O:21])#[N:18]. (9) Given the reactants [Cl:1][C:2]1[CH:7]=[CH:6][CH:5]=[C:4]([F:8])[C:3]=1[CH:9]1[CH2:11][CH:10]1[N:12]=[C:13]=[O:14].[NH2:15][C:16]1[CH:21]=[CH:20][C:19]([Cl:22])=[CH:18][N:17]=1, predict the reaction product. The product is: [Cl:1][C:2]1[CH:7]=[CH:6][CH:5]=[C:4]([F:8])[C:3]=1[C@H:9]1[CH2:11][C@H:10]1[NH:12][C:13]([NH:15][C:16]1[CH:21]=[CH:20][C:19]([Cl:22])=[CH:18][N:17]=1)=[O:14]. (10) Given the reactants [CH2:1]([O:8][C:9](=[O:19])[NH:10][CH2:11][C@H:12]([NH2:18])[C@@H:13]([OH:17])[C:14]#[C:15][CH3:16])[C:2]1[CH:7]=[CH:6][CH:5]=[CH:4][CH:3]=1.[C:20]([O:26][CH2:27][C:28]1[CH:33]=[CH:32][CH:31]=[CH:30][CH:29]=1)(=[O:25])[CH2:21][C:22]([O-])=[O:23].C(N(CC)C(C)C)(C)C.CN(C(ON1N=NC2C=CC=NC1=2)=[N+](C)C)C.F[P-](F)(F)(F)(F)F, predict the reaction product. The product is: [CH2:27]([O:26][C:20](=[O:25])[CH2:21][C:22]([NH:18][C@@H:12]([CH2:11][NH:10][C:9]([O:8][CH2:1][C:2]1[CH:3]=[CH:4][CH:5]=[CH:6][CH:7]=1)=[O:19])[C@@H:13]([OH:17])[C:14]#[C:15][CH3:16])=[O:23])[C:28]1[CH:33]=[CH:32][CH:31]=[CH:30][CH:29]=1.